The task is: Binary Classification. Given a T-cell receptor sequence (or CDR3 region) and an epitope sequence, predict whether binding occurs between them.. This data is from TCR-epitope binding with 47,182 pairs between 192 epitopes and 23,139 TCRs. (1) The epitope is VSFIEFVGW. The TCR CDR3 sequence is CASSFIFYEQYF. Result: 0 (the TCR does not bind to the epitope). (2) The epitope is AVFDRKSDAK. The TCR CDR3 sequence is CASSSLRASTNEKLFF. Result: 1 (the TCR binds to the epitope). (3) The epitope is KLGGALQAK. The TCR CDR3 sequence is CASSVEGGSSYNEQFF. Result: 1 (the TCR binds to the epitope). (4) The epitope is QIKVRVKMV. The TCR CDR3 sequence is CASRDSAVSYNEQFF. Result: 0 (the TCR does not bind to the epitope). (5) The epitope is KAFSPEVIPMF. The TCR CDR3 sequence is CASSPLGDTQYF. Result: 0 (the TCR does not bind to the epitope). (6) The epitope is YSEHPTFTSQY. The TCR CDR3 sequence is CASRTGLASTDTQYF. Result: 0 (the TCR does not bind to the epitope).